From a dataset of Full USPTO retrosynthesis dataset with 1.9M reactions from patents (1976-2016). Predict the reactants needed to synthesize the given product. (1) Given the product [Br:34][C:6]1[C:7]2[C:12](=[CH:11][CH:10]=[CH:9][CH:8]=2)[C:13]([C:15]2[N:20]=[CH:19][C:18]([C:21]3[CH:26]=[CH:25][CH:24]=[CH:23][CH:22]=3)=[CH:17][N:16]=2)=[C:14]2[C:5]=1[CH:4]=[CH:3][CH:2]=[CH:1]2, predict the reactants needed to synthesize it. The reactants are: [CH:1]1[C:14]2[C:5](=[CH:6][C:7]3[C:12]([C:13]=2[C:15]2[N:20]=[CH:19][C:18]([C:21]4[CH:26]=[CH:25][CH:24]=[CH:23][CH:22]=4)=[CH:17][N:16]=2)=[CH:11][CH:10]=[CH:9][CH:8]=3)[CH:4]=[CH:3][CH:2]=1.C1C(=O)N([Br:34])C(=O)C1.O. (2) Given the product [NH2:4][C:5]1[CH:10]=[CH:9][N:8]([C@H:11]2[O:15][C@@H:14]([C:16]([O:18][C@@H:19]3[CH2:24][C@H:23]([CH3:25])[CH2:22][CH2:21][C@H:20]3[CH:26]([CH3:28])[CH3:27])=[O:17])[S:13][CH2:12]2)[C:7](=[O:29])[N:6]=1, predict the reactants needed to synthesize it. The reactants are: C([NH:4][C:5]1[CH:10]=[CH:9][N:8]([C@H:11]2[O:15][C@@H:14]([C:16]([O:18][C@@H:19]3[CH2:24][C@H:23]([CH3:25])[CH2:22][CH2:21][C@H:20]3[CH:26]([CH3:28])[CH3:27])=[O:17])[S:13][CH2:12]2)[C:7](=[O:29])[N:6]=1)(=O)C.CS(O)(=O)=O.ClCCl.C(=O)(O)[O-].[Na+].